Dataset: NCI-60 drug combinations with 297,098 pairs across 59 cell lines. Task: Regression. Given two drug SMILES strings and cell line genomic features, predict the synergy score measuring deviation from expected non-interaction effect. (1) Drug 1: C1C(C(OC1N2C=NC3=C(N=C(N=C32)Cl)N)CO)O. Drug 2: CCC1(CC2CC(C3=C(CCN(C2)C1)C4=CC=CC=C4N3)(C5=C(C=C6C(=C5)C78CCN9C7C(C=CC9)(C(C(C8N6C)(C(=O)OC)O)OC(=O)C)CC)OC)C(=O)OC)O.OS(=O)(=O)O. Cell line: SF-268. Synergy scores: CSS=14.2, Synergy_ZIP=-5.74, Synergy_Bliss=-2.98, Synergy_Loewe=-5.41, Synergy_HSA=-2.66. (2) Drug 1: CN(C)N=NC1=C(NC=N1)C(=O)N. Drug 2: C1C(C(OC1N2C=NC(=NC2=O)N)CO)O. Cell line: SF-539. Synergy scores: CSS=3.29, Synergy_ZIP=-4.09, Synergy_Bliss=-4.82, Synergy_Loewe=-13.8, Synergy_HSA=-5.92. (3) Drug 1: CCCCC(=O)OCC(=O)C1(CC(C2=C(C1)C(=C3C(=C2O)C(=O)C4=C(C3=O)C=CC=C4OC)O)OC5CC(C(C(O5)C)O)NC(=O)C(F)(F)F)O. Drug 2: C1CNP(=O)(OC1)N(CCCl)CCCl. Cell line: CAKI-1. Synergy scores: CSS=24.6, Synergy_ZIP=6.58, Synergy_Bliss=6.66, Synergy_Loewe=-29.1, Synergy_HSA=5.28. (4) Drug 1: CCC1=C2CN3C(=CC4=C(C3=O)COC(=O)C4(CC)O)C2=NC5=C1C=C(C=C5)O. Synergy scores: CSS=34.5, Synergy_ZIP=-0.465, Synergy_Bliss=1.07, Synergy_Loewe=6.58, Synergy_HSA=7.01. Cell line: HCC-2998. Drug 2: N.N.Cl[Pt+2]Cl. (5) Drug 1: C1CN1P(=S)(N2CC2)N3CC3. Drug 2: CN(C(=O)NC(C=O)C(C(C(CO)O)O)O)N=O. Cell line: CCRF-CEM. Synergy scores: CSS=37.6, Synergy_ZIP=0.395, Synergy_Bliss=0.965, Synergy_Loewe=-39.9, Synergy_HSA=1.55. (6) Drug 1: C1=NC2=C(N=C(N=C2N1C3C(C(C(O3)CO)O)F)Cl)N. Drug 2: CC1=C(C(=CC=C1)Cl)NC(=O)C2=CN=C(S2)NC3=CC(=NC(=N3)C)N4CCN(CC4)CCO. Cell line: NCI-H522. Synergy scores: CSS=20.9, Synergy_ZIP=-4.04, Synergy_Bliss=-0.151, Synergy_Loewe=1.14, Synergy_HSA=1.30. (7) Drug 1: CN1CCC(CC1)COC2=C(C=C3C(=C2)N=CN=C3NC4=C(C=C(C=C4)Br)F)OC. Drug 2: CC(C)NC(=O)C1=CC=C(C=C1)CNNC.Cl. Cell line: ACHN. Synergy scores: CSS=14.9, Synergy_ZIP=-5.37, Synergy_Bliss=-1.33, Synergy_Loewe=-15.6, Synergy_HSA=-0.416. (8) Drug 1: C1=CC=C(C=C1)NC(=O)CCCCCCC(=O)NO. Drug 2: COCCOC1=C(C=C2C(=C1)C(=NC=N2)NC3=CC=CC(=C3)C#C)OCCOC.Cl. Cell line: RXF 393. Synergy scores: CSS=-0.737, Synergy_ZIP=0.825, Synergy_Bliss=2.02, Synergy_Loewe=-2.73, Synergy_HSA=-2.42. (9) Drug 1: CC(CN1CC(=O)NC(=O)C1)N2CC(=O)NC(=O)C2. Drug 2: C1=CN(C=N1)CC(O)(P(=O)(O)O)P(=O)(O)O. Cell line: COLO 205. Synergy scores: CSS=37.4, Synergy_ZIP=-2.56, Synergy_Bliss=-8.29, Synergy_Loewe=-11.6, Synergy_HSA=-9.10.